This data is from Full USPTO retrosynthesis dataset with 1.9M reactions from patents (1976-2016). The task is: Predict the reactants needed to synthesize the given product. The reactants are: [NH2:1][N:2]1[C:6]2[CH:7]=[CH:8][CH:9]=[CH:10][C:5]=2[N:4]=[C:3]1[S:11][CH2:12][C:13]1[C:18]([CH3:19])=[C:17]([O:20][CH2:21][C:22]([F:25])([F:24])[F:23])[CH:16]=[CH:15][N:14]=1.Cl.[BH4-].[Na+].O. Given the product [CH3:17][CH:18]([CH3:19])[CH2:13][NH:1][N:2]1[C:6]2[CH:7]=[CH:8][CH:9]=[CH:10][C:5]=2[N:4]=[C:3]1[S:11][CH2:12][C:13]1[C:18]([CH3:19])=[C:17]([O:20][CH2:21][C:22]([F:25])([F:24])[F:23])[CH:16]=[CH:15][N:14]=1, predict the reactants needed to synthesize it.